From a dataset of Forward reaction prediction with 1.9M reactions from USPTO patents (1976-2016). Predict the product of the given reaction. (1) Given the reactants [C:1]([O:5][C:6]([N:8]1[CH2:13][CH2:12][CH2:11][CH:10]([CH2:14][NH:15][C:16]2[CH:21]=[C:20]([NH:22][C:23]3[CH:28]=[N:27][C:26]([C:29]#[N:30])=[CH:25][N:24]=3)[N:19]=[CH:18][C:17]=2[N:31]2[CH:35]=[CH:34][C:33]([C:36](O)=[O:37])=[CH:32]2)[CH2:9]1)=[O:7])([CH3:4])([CH3:3])[CH3:2].[Si:39]([O:46][CH2:47][CH2:48][NH2:49])([C:42]([CH3:45])([CH3:44])[CH3:43])([CH3:41])[CH3:40].C(N(C(C)C)C(C)C)C.O.ON1C2C=CC=CC=2N=N1.CN(C)CCCN=C=NCC, predict the reaction product. The product is: [Si:39]([O:46][CH2:47][CH2:48][NH:49][C:36]([C:33]1[CH:34]=[CH:35][N:31]([C:17]2[C:16]([NH:15][CH2:14][CH:10]3[CH2:11][CH2:12][CH2:13][N:8]([C:6]([O:5][C:1]([CH3:4])([CH3:2])[CH3:3])=[O:7])[CH2:9]3)=[CH:21][C:20]([NH:22][C:23]3[CH:28]=[N:27][C:26]([C:29]#[N:30])=[CH:25][N:24]=3)=[N:19][CH:18]=2)[CH:32]=1)=[O:37])([C:42]([CH3:44])([CH3:45])[CH3:43])([CH3:41])[CH3:40]. (2) The product is: [C:1]([C:5]1[N:10]=[C:9]([C:22]2[CH:21]=[C:20]3[C:25](=[CH:24][CH:23]=2)[N:17]([CH3:16])[CH:18]=[CH:19]3)[C:8]([C:12]([O:14][CH3:15])=[O:13])=[CH:7][N:6]=1)([CH3:4])([CH3:3])[CH3:2]. Given the reactants [C:1]([C:5]1[N:10]=[C:9](Cl)[C:8]([C:12]([O:14][CH3:15])=[O:13])=[CH:7][N:6]=1)([CH3:4])([CH3:3])[CH3:2].[CH3:16][N:17]1[C:25]2[C:20](=[CH:21][C:22](B(O)O)=[CH:23][CH:24]=2)[CH:19]=[CH:18]1, predict the reaction product. (3) Given the reactants CC(OC([N:8]1[CH2:13][CH2:12][C:11](=[C:14]([C:28]2[CH:33]=[CH:32][CH:31]=[CH:30][C:29]=2[NH2:34])[C:15]2[CH:20]=[CH:19][C:18]([C:21]([N:23]([CH2:26][CH3:27])[CH2:24][CH3:25])=[O:22])=[CH:17][CH:16]=2)[CH2:10][CH2:9]1)=O)(C)C.[F:35][C:36]1[CH:37]=[C:38](I)[CH:39]=[CH:40][CH:41]=1.CC([O-])(C)C.[Na+].C(O)(C(F)(F)F)=O, predict the reaction product. The product is: [CH2:26]([N:23]([CH2:24][CH3:25])[C:21](=[O:22])[C:18]1[CH:17]=[CH:16][C:15]([C:14]([C:28]2[CH:33]=[CH:32][CH:31]=[CH:30][C:29]=2[NH:34][C:38]2[CH:39]=[CH:40][CH:41]=[C:36]([F:35])[CH:37]=2)=[C:11]2[CH2:10][CH2:9][NH:8][CH2:13][CH2:12]2)=[CH:20][CH:19]=1)[CH3:27]. (4) Given the reactants CC(C)([O-])C.[K+].[CH3:7][CH:8]([C:14](=O)[CH3:15])[C:9](OCC)=[O:10].[NH2:17][C:18]([NH2:20])=[S:19], predict the reaction product. The product is: [CH3:7][C:8]1[C:9](=[O:10])[NH:17][C:18](=[S:19])[NH:20][C:14]=1[CH3:15]. (5) Given the reactants Cl[C:2]1[C:11]2[C:6](=[CH:7][C:8]([F:15])=[C:9]([N+]([O-])=O)[CH:10]=2)[N:5]=[CH:4][N:3]=1.NC1C=C(F)C=CC=1C(O)=[O:20].C(N)=N.C(O)(=O)C, predict the reaction product. The product is: [F:15][C:8]1[CH:7]=[C:6]2[C:11]([C:2](=[O:20])[NH:3][CH:4]=[N:5]2)=[CH:10][CH:9]=1. (6) Given the reactants [C:1]([C:4]1[CH:5]=[CH:6][C:7]([OH:39])=[C:8]([S:10]([N:13]([CH2:32][C:33]2[N:34]=[C:35]([CH3:38])[S:36][CH:37]=2)[CH2:14][CH2:15][C:16]2[CH:28]=[CH:27][C:26]([CH:29]([CH3:31])[CH3:30])=[CH:25][C:17]=2[O:18][CH2:19][C:20]([O:22]CC)=[O:21])(=[O:12])=[O:11])[CH:9]=1)(=[NH:3])[NH2:2].[OH-].[Na+], predict the reaction product. The product is: [C:1]([C:4]1[CH:5]=[CH:6][C:7]([OH:39])=[C:8]([S:10]([N:13]([CH2:32][C:33]2[N:34]=[C:35]([CH3:38])[S:36][CH:37]=2)[CH2:14][CH2:15][C:16]2[CH:28]=[CH:27][C:26]([CH:29]([CH3:30])[CH3:31])=[CH:25][C:17]=2[O:18][CH2:19][C:20]([OH:22])=[O:21])(=[O:11])=[O:12])[CH:9]=1)(=[NH:2])[NH2:3]. (7) Given the reactants [N+:1]([C:4]1[CH:5]=[CH:6][C:7]([CH3:23])=[C:8]([C:10]2[CH2:11][CH2:12][N:13]([C:16]([O:18][C:19]([CH3:22])([CH3:21])[CH3:20])=[O:17])[CH2:14][CH:15]=2)[CH:9]=1)([O-])=O, predict the reaction product. The product is: [NH2:1][C:4]1[CH:5]=[CH:6][C:7]([CH3:23])=[C:8]([CH:10]2[CH2:11][CH2:12][N:13]([C:16]([O:18][C:19]([CH3:21])([CH3:20])[CH3:22])=[O:17])[CH2:14][CH2:15]2)[CH:9]=1. (8) Given the reactants [Br:1][C:2]1[CH:6]=[CH:5][S:4][C:3]=1[C:7]([OH:9])=O.C1(C)C=CC=CC=1.S(Cl)(Cl)=O.O1CCCC1.[NH3:26].O, predict the reaction product. The product is: [Br:1][C:2]1[CH:6]=[CH:5][S:4][C:3]=1[C:7]([NH2:26])=[O:9]. (9) The product is: [CH3:22][C:23]1[C:28]([O:29][C:30]2[N:35]=[CH:34][C:33]([NH:36][C:37]3[S:38][C:1]4[C:9]5[C:4](=[CH:5][CH:6]=[CH:7][CH:8]=5)[CH2:3][C:2]=4[N:39]=3)=[CH:32][CH:31]=2)=[CH:27][CH:26]=[CH:25][N:24]=1. Given the reactants [CH2:1]1[C:9]2[C:4](=[CH:5][CH:6]=[CH:7][CH:8]=2)[CH2:3][C:2]1=O.S(Cl)(Cl)(=O)=O.C(=O)([O-])[O-].[K+].[K+].[CH3:22][C:23]1[C:28]([O:29][C:30]2[N:35]=[CH:34][C:33]([NH:36][C:37]([NH2:39])=[S:38])=[CH:32][CH:31]=2)=[CH:27][CH:26]=[CH:25][N:24]=1, predict the reaction product.